From a dataset of Catalyst prediction with 721,799 reactions and 888 catalyst types from USPTO. Predict which catalyst facilitates the given reaction. (1) Reactant: [Br:1][C:2]1[CH:3]=[C:4]([CH:7]=[CH:8][C:9]=1[F:10])C=O.[CH:11]([O:18][CH2:19][CH3:20])([O:15][CH2:16][CH3:17])OCC.[Br-].[Br-].[Br-].C([N+](CCCC)(CCCC)CCCC)CCC.C([N+](CCCC)(CCCC)CCCC)CCC.C([N+](CCCC)(CCCC)CCCC)CCC.C([O-])(O)=O.[Na+]. Product: [Br:1][C:2]1[CH:3]=[C:4]([CH:11]([O:15][CH2:16][CH3:17])[O:18][CH2:19][CH3:20])[CH:7]=[CH:8][C:9]=1[F:10]. The catalyst class is: 8. (2) Reactant: [C:1]1([C:7]#[C:8][C:9]2[CH:10]=[C:11]([C:15]([N:17]3[CH2:22][CH2:21][CH:20]([C:23]4[CH:24]=[C:25]([CH:28]=[CH:29][CH:30]=4)[C:26]#[N:27])[CH2:19][CH2:18]3)=[O:16])[CH:12]=[N:13][CH:14]=2)[CH:6]=[CH:5][CH:4]=[CH:3][CH:2]=1.[ClH:31]. Product: [ClH:31].[ClH:31].[C:1]1([C:7]#[C:8][C:9]2[CH:10]=[C:11]([C:15]([N:17]3[CH2:18][CH2:19][CH:20]([C:23]4[CH:24]=[C:25]([CH:28]=[CH:29][CH:30]=4)[CH2:26][NH2:27])[CH2:21][CH2:22]3)=[O:16])[CH:12]=[N:13][CH:14]=2)[CH:2]=[CH:3][CH:4]=[CH:5][CH:6]=1. The catalyst class is: 13.